Dataset: Catalyst prediction with 721,799 reactions and 888 catalyst types from USPTO. Task: Predict which catalyst facilitates the given reaction. (1) Reactant: [N:1]1([CH2:7][CH2:8][O:9][C:10]2[CH:11]=[C:12](I)[CH:13]=[CH:14][CH:15]=2)[CH2:6][CH2:5][O:4][CH2:3][CH2:2]1.B1(B2OC(C)(C)C(C)(C)O2)OC(C)(C)C(C)(C)O1.C([O-])(=O)C.[K+].Br[C:41]1[C:42](=[O:58])[N:43]([CH3:57])[C:44](=[O:56])[C:45]=1[C:46]1[C:54]2[C:49](=[CH:50][CH:51]=[CH:52][CH:53]=2)[N:48]([CH3:55])[CH:47]=1.C([O-])([O-])=O.[Na+].[Na+]. Product: [CH3:55][N:48]1[C:49]2[C:54](=[CH:53][CH:52]=[CH:51][CH:50]=2)[C:46]([C:45]2[C:44](=[O:56])[N:43]([CH3:57])[C:42](=[O:58])[C:41]=2[C:12]2[CH:13]=[CH:14][CH:15]=[C:10]([O:9][CH2:8][CH2:7][N:1]3[CH2:6][CH2:5][O:4][CH2:3][CH2:2]3)[CH:11]=2)=[CH:47]1. The catalyst class is: 140. (2) Reactant: [Br:1][C:2](=[CH:18][C:19]1[CH:24]=[CH:23][C:22]([F:25])=[CH:21][CH:20]=1)[CH2:3][NH:4][CH2:5][CH:6]1[CH2:10][CH2:9][CH2:8][N:7]1[CH2:11][CH:12]1[CH2:17][CH2:16][CH2:15][CH2:14][CH2:13]1.[CH3:26][O:27][C:28]1[CH:29]=[C:30]([CH:34]=[C:35]([O:39][CH3:40])[C:36]=1[O:37][CH3:38])[C:31](Cl)=[O:32].C(N(CC)CC)C.C(O)(C(F)(F)F)=O. Product: [Br:1][C:2](=[CH:18][C:19]1[CH:20]=[CH:21][C:22]([F:25])=[CH:23][CH:24]=1)[CH2:3][N:4]([CH2:5][CH:6]1[CH2:10][CH2:9][CH2:8][N:7]1[CH2:11][CH:12]1[CH2:17][CH2:16][CH2:15][CH2:14][CH2:13]1)[C:31](=[O:32])[C:30]1[CH:29]=[C:28]([O:27][CH3:26])[C:36]([O:37][CH3:38])=[C:35]([O:39][CH3:40])[CH:34]=1. The catalyst class is: 10. (3) Reactant: [F:1][C:2]([F:32])([F:31])[C:3]1[CH:8]=[CH:7][C:6]([C:9]2[C:10]([C:15]([NH:17][C:18]3[CH:27]=[C:26]4[C:21]([CH:22]=[C:23]([C:28]([OH:30])=O)[CH:24]=[N:25]4)=[CH:20][CH:19]=3)=[O:16])=[CH:11][CH:12]=[CH:13][CH:14]=2)=[CH:5][CH:4]=1.[F:33][C:34]1[CH:39]=[CH:38][C:37]([CH:40]([NH2:42])[CH3:41])=[CH:36][CH:35]=1.Cl.CN(C)CCCN=C=NCC.ON1C2C=CC=CC=2N=N1.C(N(CC)CC)C. Product: [F:33][C:34]1[CH:39]=[CH:38][C:37]([CH:40]([NH:42][C:28]([C:23]2[CH:24]=[N:25][C:26]3[C:21]([CH:22]=2)=[CH:20][CH:19]=[C:18]([NH:17][C:15]([C:10]2[C:9]([C:6]4[CH:7]=[CH:8][C:3]([C:2]([F:31])([F:32])[F:1])=[CH:4][CH:5]=4)=[CH:14][CH:13]=[CH:12][CH:11]=2)=[O:16])[CH:27]=3)=[O:30])[CH3:41])=[CH:36][CH:35]=1. The catalyst class is: 96. (4) Reactant: [C:1]([C:4]1[C:12]2[C:7](=[CH:8][CH:9]=[C:10]([N:13]3[CH2:18][CH2:17][N:16]([S:19]([CH3:22])(=[O:21])=[O:20])[CH2:15][CH2:14]3)[CH:11]=2)[N:6]([CH2:23][C:24]([O:26]C(C)(C)C)=[O:25])[CH:5]=1)(=[O:3])[CH3:2].C(O)(C(F)(F)F)=O. Product: [C:1]([C:4]1[C:12]2[C:7](=[CH:8][CH:9]=[C:10]([N:13]3[CH2:18][CH2:17][N:16]([S:19]([CH3:22])(=[O:21])=[O:20])[CH2:15][CH2:14]3)[CH:11]=2)[N:6]([CH2:23][C:24]([OH:26])=[O:25])[CH:5]=1)(=[O:3])[CH3:2]. The catalyst class is: 2. (5) Reactant: [F:1][C:2]([F:18])([F:17])[C:3]1[CH:15]=[C:14]2[C:6]([C:7]3[CH:8]=[C:9]([NH2:16])[CH:10]=[CH:11][C:12]=3[NH:13]2)=[CH:5][CH:4]=1.[CH3:19][S:20](Cl)(=[O:22])=[O:21]. Product: [F:18][C:2]([F:1])([F:17])[C:3]1[CH:15]=[C:14]2[C:6]([C:7]3[CH:8]=[C:9]([NH:16][S:20]([CH3:19])(=[O:22])=[O:21])[CH:10]=[CH:11][C:12]=3[NH:13]2)=[CH:5][CH:4]=1. The catalyst class is: 17. (6) Reactant: N1C=CC=CC=1.[C:7]([C:11]1[CH:16]=[CH:15][C:14]([OH:17])=[CH:13][C:12]=1[Cl:18])([CH3:10])([CH3:9])[CH3:8].[F:19][C:20]([F:33])([F:32])[S:21](O[S:21]([C:20]([F:33])([F:32])[F:19])(=[O:23])=[O:22])(=[O:23])=[O:22]. Product: [F:19][C:20]([F:33])([F:32])[S:21]([O:17][C:14]1[CH:15]=[CH:16][C:11]([C:7]([CH3:10])([CH3:8])[CH3:9])=[C:12]([Cl:18])[CH:13]=1)(=[O:23])=[O:22]. The catalyst class is: 2.